This data is from Full USPTO retrosynthesis dataset with 1.9M reactions from patents (1976-2016). The task is: Predict the reactants needed to synthesize the given product. (1) Given the product [F:7][C:8]1[CH:9]=[C:10]([N+:15]([O-:17])=[O:16])[CH:11]=[CH:12][C:13]=1[N:1]1[CH2:5][C:4](=[O:6])[NH:3][CH2:2]1, predict the reactants needed to synthesize it. The reactants are: [NH:1]1[CH2:5][C:4](=[O:6])[NH:3][CH2:2]1.[F:7][C:8]1[CH:9]=[C:10]([N+:15]([O-:17])=[O:16])[CH:11]=[CH:12][C:13]=1F.C(N(C(C)C)CC)(C)C. (2) Given the product [CH2:1]1[C:4]2([CH2:9][CH2:8][O:7][CH2:6][CH2:5]2)[CH2:3][N:2]1[C:10]1[CH:15]=[CH:14][C:13]([NH:16][C:17]2[N:18]=[CH:19][N:20]=[C:21]([C:37]3[CH:38]=[CH:39][C:32]([O:31][C@H:30]4[CH2:29][CH2:28][N:27]([C:49](=[O:53])[C@@H:50]([OH:52])[CH3:51])[CH2:26][C@H:25]4[F:24])=[C:33]([CH:36]=3)[C:34]#[N:35])[N:22]=2)=[CH:12][CH:11]=1, predict the reactants needed to synthesize it. The reactants are: [CH2:1]1[C:4]2([CH2:9][CH2:8][O:7][CH2:6][CH2:5]2)[CH2:3][N:2]1[C:10]1[CH:15]=[CH:14][C:13]([NH:16][C:17]2[N:22]=[C:21](Cl)[N:20]=[CH:19][N:18]=2)=[CH:12][CH:11]=1.[F:24][C@H:25]1[C@@H:30]([O:31][C:32]2[CH:39]=[CH:38][C:37](B3OC(C)(C)C(C)(C)O3)=[CH:36][C:33]=2[C:34]#[N:35])[CH2:29][CH2:28][N:27]([C:49](=[O:53])[C@@H:50]([OH:52])[CH3:51])[CH2:26]1.C(COC)OC.C(=O)([O-])[O-].[Na+].[Na+].